This data is from Forward reaction prediction with 1.9M reactions from USPTO patents (1976-2016). The task is: Predict the product of the given reaction. (1) Given the reactants Cl[C:2]1[C:11]2[C:6](=[CH:7][CH:8]=[CH:9][CH:10]=2)[CH:5]=[C:4]([C:12]#[N:13])[N:3]=1.[NH:14]1[CH2:18][CH2:17][CH:16]([NH:19][C:20](=[O:26])[O:21][C:22]([CH3:25])([CH3:24])[CH3:23])[CH2:15]1.CCN(CC)CC, predict the reaction product. The product is: [C:12]([C:4]1[N:3]=[C:2]([N:14]2[CH2:18][CH2:17][CH:16]([NH:19][C:20](=[O:26])[O:21][C:22]([CH3:24])([CH3:23])[CH3:25])[CH2:15]2)[C:11]2[C:6]([CH:5]=1)=[CH:7][CH:8]=[CH:9][CH:10]=2)#[N:13]. (2) Given the reactants C1(P(C2C=CC=CC=2)C2C=CC=CC=2)C=CC=CC=1.II.CCN(CC)CC.[CH2:29]([O:36][C@H:37]([C:64]([F:67])([F:66])[F:65])[C@@H:38]([NH:53][C:54]1[CH:59]=[CH:58][C:57]([C:60]#[N:61])=[C:56]([Cl:62])[C:55]=1[CH3:63])[C:39]([NH:41][NH:42][C:43](=O)[C:44]1[CH:49]=[CH:48][C:47]([C:50]#[N:51])=[CH:46][CH:45]=1)=[O:40])[C:30]1[CH:35]=[CH:34][CH:33]=[CH:32][CH:31]=1, predict the reaction product. The product is: [CH2:29]([O:36][C@H:37]([C:64]([F:65])([F:67])[F:66])[C@@H:38]([NH:53][C:54]1[CH:59]=[CH:58][C:57]([C:60]#[N:61])=[C:56]([Cl:62])[C:55]=1[CH3:63])[C:39]1[O:40][C:43]([C:44]2[CH:49]=[CH:48][C:47]([C:50]#[N:51])=[CH:46][CH:45]=2)=[N:42][N:41]=1)[C:30]1[CH:35]=[CH:34][CH:33]=[CH:32][CH:31]=1. (3) Given the reactants [CH:1]1([CH2:6][C@H:7]([C@@H:11]([OH:20])[CH2:12][CH2:13][C:14]2[CH:19]=[CH:18][CH:17]=[CH:16][CH:15]=2)[C:8]([OH:10])=O)[CH2:5][CH2:4][CH2:3][CH2:2]1.C1(C)C=CC(S(O)(=O)=O)=CC=1.[NH2:32][CH:33]1[N:39]=[C:38]([C:40]2[CH:45]=[CH:44][CH:43]=[CH:42][CH:41]=2)[C:37]2[CH:46]=[CH:47][CH:48]=[CH:49][C:36]=2[N:35]([CH3:50])[C:34]1=[O:51].O.ON1C2C=CC=CC=2N=N1.C(N(CC)CC)C, predict the reaction product. The product is: [CH:1]1([CH2:6][C@H:7]([C@@H:11]([OH:20])[CH2:12][CH2:13][C:14]2[CH:19]=[CH:18][CH:17]=[CH:16][CH:15]=2)[C:8]([NH:32][CH:33]2[N:39]=[C:38]([C:40]3[CH:45]=[CH:44][CH:43]=[CH:42][CH:41]=3)[C:37]3[CH:46]=[CH:47][CH:48]=[CH:49][C:36]=3[N:35]([CH3:50])[C:34]2=[O:51])=[O:10])[CH2:2][CH2:3][CH2:4][CH2:5]1. (4) Given the reactants Cl.[CH3:2][N:3]([CH3:20])[C:4]1([C:14]2[CH:19]=[CH:18][CH:17]=[CH:16][CH:15]=2)[CH2:9][CH2:8][CH:7]([CH2:10][C:11]([OH:13])=O)[CH2:6][CH2:5]1.C1(N=[C:28]=[N:29][CH:30]2[CH2:35][CH2:34][CH2:33][CH2:32][CH2:31]2)CCCCC1.C([NH:38][CH:39]1[CH2:44]CC[CH2:41][CH2:40]1)([NH:38][CH:39]1[CH2:44]CC[CH2:41][CH2:40]1)=O.[OH-].[Na+], predict the reaction product. The product is: [CH3:20][N:3]([CH3:2])[C:4]1([C:14]2[CH:19]=[CH:18][CH:17]=[CH:16][CH:15]=2)[CH2:5][CH2:6][CH:7]([CH2:10][C:11]([NH:38][CH:39]([CH3:44])[CH2:40][C:41]2[C:31]3[C:30](=[CH:35][CH:34]=[CH:33][CH:32]=3)[NH:29][CH:28]=2)=[O:13])[CH2:8][CH2:9]1. (5) Given the reactants [CH2:1]([O:8][C:9]1[C:10]([C:19]([OH:21])=O)=[N:11][C:12]([O:17][CH3:18])=[CH:13][C:14]=1[CH:15]=[CH2:16])[C:2]1[CH:7]=[CH:6][CH:5]=[CH:4][CH:3]=1.[F:22][C:23]1[CH:30]=[CH:29][C:26]([CH2:27][NH-:28])=[CH:25][CH:24]=1, predict the reaction product. The product is: [F:22][C:23]1[CH:30]=[CH:29][C:26]([CH2:27][NH:28][C:19]([C:10]2[C:9]([O:8][CH2:1][C:2]3[CH:3]=[CH:4][CH:5]=[CH:6][CH:7]=3)=[C:14]([CH:15]=[CH2:16])[CH:13]=[C:12]([O:17][CH3:18])[N:11]=2)=[O:21])=[CH:25][CH:24]=1. (6) Given the reactants [CH2:1]([CH:7]([CH2:16][CH:17]([OH:34])[CH2:18][CH:19]([CH2:28][CH2:29][CH2:30][CH2:31][CH2:32][CH3:33])[CH2:20][CH2:21][CH2:22][CH2:23][CH2:24][CH2:25][CH2:26][CH3:27])[CH2:8][CH2:9][CH2:10][CH2:11][CH2:12][CH2:13][CH2:14][CH3:15])[CH2:2][CH2:3][CH2:4][CH2:5][CH3:6].Br[CH2:36][CH2:37][CH2:38][CH2:39][C:40]([OH:42])=O.C(Cl)CCl.C[CH2:48][N:49](C(C)C)[CH:50](C)C.CNC, predict the reaction product. The product is: [CH3:48][N:49]([CH3:50])[CH2:36][CH2:37][CH2:38][CH2:39][C:40]([O:34][CH:17]([CH2:18][CH:19]([CH2:28][CH2:29][CH2:30][CH2:31][CH2:32][CH3:33])[CH2:20][CH2:21][CH2:22][CH2:23][CH2:24][CH2:25][CH2:26][CH3:27])[CH2:16][CH:7]([CH2:1][CH2:2][CH2:3][CH2:4][CH2:5][CH3:6])[CH2:8][CH2:9][CH2:10][CH2:11][CH2:12][CH2:13][CH2:14][CH3:15])=[O:42]. (7) Given the reactants C(P1(=O)OP(CCC)(=O)OP(CCC)(=O)O1)CC.[CH2:19]([N:26]1[CH2:49][CH:48]([C:50]([OH:52])=O)[O:47][C:28]2([CH2:33][CH2:32][N:31]([C:34](=[O:46])[C:35]3[CH:40]=[CH:39][C:38]([O:41][CH:42]([CH3:44])[CH3:43])=[C:37]([CH3:45])[CH:36]=3)[CH2:30][CH2:29]2)[CH2:27]1)[C:20]1[CH:25]=[CH:24][CH:23]=[CH:22][CH:21]=1.O[N:54]=[C:55]([NH2:57])[CH3:56].C(N(CC)CC)C, predict the reaction product. The product is: [CH2:19]([N:26]1[CH2:49][CH:48]([C:50]2[O:52][N:57]=[C:55]([CH3:56])[N:54]=2)[O:47][C:28]2([CH2:33][CH2:32][N:31]([C:34]([C:35]3[CH:40]=[CH:39][C:38]([O:41][CH:42]([CH3:43])[CH3:44])=[C:37]([CH3:45])[CH:36]=3)=[O:46])[CH2:30][CH2:29]2)[CH2:27]1)[C:20]1[CH:25]=[CH:24][CH:23]=[CH:22][CH:21]=1.